Dataset: Catalyst prediction with 721,799 reactions and 888 catalyst types from USPTO. Task: Predict which catalyst facilitates the given reaction. (1) Reactant: [C:1]([C:5]1[O:9][N:8]=[C:7]([NH:10][C:11]([NH:13][C:14]2[CH:19]=[CH:18][CH:17]=[C:16]([S:20][C:21]3[C:30]4[C:25](=[CH:26][C:27]([O:33][CH2:34][CH2:35][CH2:36]Cl)=[C:28]([O:31][CH3:32])[CH:29]=4)[N:24]=[CH:23][N:22]=3)[CH:15]=2)=[O:12])[CH:6]=1)([CH3:4])([CH3:3])[CH3:2].[CH3:38][S:39]([N:42]1[CH2:47][CH2:46][NH:45][CH2:44][CH2:43]1)(=[O:41])=[O:40].C(N(C(C)C)CC)(C)C. Product: [C:1]([C:5]1[O:9][N:8]=[C:7]([NH:10][C:11]([NH:13][C:14]2[CH:19]=[CH:18][CH:17]=[C:16]([S:20][C:21]3[C:30]4[C:25](=[CH:26][C:27]([O:33][CH2:34][CH2:35][CH2:36][N:45]5[CH2:46][CH2:47][N:42]([S:39]([CH3:38])(=[O:41])=[O:40])[CH2:43][CH2:44]5)=[C:28]([O:31][CH3:32])[CH:29]=4)[N:24]=[CH:23][N:22]=3)[CH:15]=2)=[O:12])[CH:6]=1)([CH3:4])([CH3:3])[CH3:2]. The catalyst class is: 589. (2) Reactant: C(O)(C(F)(F)F)=O.[NH2:8][C:9]1[C:10]([C:27]#[C:28][C:29]2[CH:30]=[C:31]([CH:44]=[CH:45][CH:46]=2)[O:32][CH2:33][CH2:34][CH2:35][NH:36]C(=O)OC(C)(C)C)=[N:11][C:12]([C:15]2[CH:20]=[CH:19][C:18]([S:21]([CH:24]([CH3:26])[CH3:25])(=[O:23])=[O:22])=[CH:17][CH:16]=2)=[CH:13][N:14]=1. Product: [NH2:36][CH2:35][CH2:34][CH2:33][O:32][C:31]1[CH:30]=[C:29]([C:28]#[C:27][C:10]2[C:9]([NH2:8])=[N:14][CH:13]=[C:12]([C:15]3[CH:16]=[CH:17][C:18]([S:21]([CH:24]([CH3:25])[CH3:26])(=[O:23])=[O:22])=[CH:19][CH:20]=3)[N:11]=2)[CH:46]=[CH:45][CH:44]=1. The catalyst class is: 2. (3) Reactant: [C:1]([NH:4][NH2:5])([NH2:3])=[NH:2].Cl.[OH-].[Na+].[CH2:9]([CH:11]([C:15](=O)[CH3:16])[C:12](=O)[CH3:13])[CH3:10]. Product: [CH2:9]([C:11]1[C:15]([CH3:16])=[N:2][C:1]([N:4]2[C:12]([CH3:13])=[C:11]([CH2:15][CH3:16])[C:9]([CH3:10])=[N:5]2)=[N:3][C:12]=1[CH3:13])[CH3:10]. The catalyst class is: 6. (4) Reactant: [C:1]([C:4]1[O:12][C:11]2[C:10]([N:13]3[CH2:18][CH2:17][CH:16]([CH2:19][CH2:20][NH:21]C(=O)OC(C)(C)C)[CH2:15][CH2:14]3)=[N:9][CH:8]=[N:7][C:6]=2[CH:5]=1)(=[O:3])[NH2:2].CO. Product: [NH2:21][CH2:20][CH2:19][CH:16]1[CH2:17][CH2:18][N:13]([C:10]2[C:11]3[O:12][C:4]([C:1]([NH2:2])=[O:3])=[CH:5][C:6]=3[N:7]=[CH:8][N:9]=2)[CH2:14][CH2:15]1. The catalyst class is: 33. (5) Reactant: [Cl:1][C:2]1[CH:3]=[C:4]2[C:8](=[CH:9][CH:10]=1)[NH:7][CH:6]=[C:5]2[CH2:11][CH2:12][NH:13][C:14](=[O:22])[C:15]1[CH:20]=[CH:19][CH:18]=[C:17](I)[CH:16]=1.[CH3:23][O:24][C:25]1[CH:30]=[CH:29][CH:28]=[CH:27][C:26]=1B(O)O.C(=O)([O-])[O-].[Na+].[Na+]. Product: [Cl:1][C:2]1[CH:3]=[C:4]2[C:8](=[CH:9][CH:10]=1)[NH:7][CH:6]=[C:5]2[CH2:11][CH2:12][NH:13][C:14]([C:15]1[CH:16]=[C:17]([C:26]2[CH:27]=[CH:28][CH:29]=[CH:30][C:25]=2[O:24][CH3:23])[CH:18]=[CH:19][CH:20]=1)=[O:22]. The catalyst class is: 437. (6) Reactant: [Br:1][C:2]1[C:3]([O:10][CH3:11])=[N:4][CH:5]=[C:6]([CH2:8]Br)[CH:7]=1.[C-:12]#[N:13].[Na+].C(Cl)Cl.C([O-])(O)=O.[Na+]. Product: [Br:1][C:2]1[CH:7]=[C:6]([CH2:8][C:12]#[N:13])[CH:5]=[N:4][C:3]=1[O:10][CH3:11]. The catalyst class is: 88.